Dataset: Catalyst prediction with 721,799 reactions and 888 catalyst types from USPTO. Task: Predict which catalyst facilitates the given reaction. Reactant: C[O:2][C:3]1[CH:8]=[CH:7][C:6]([N:9]2[CH:13]=[C:12]([C:14]([F:17])([F:16])[F:15])[CH:11]=[N:10]2)=[C:5]([CH3:18])[CH:4]=1.B(Br)(Br)Br. Product: [CH3:18][C:5]1[CH:4]=[C:3]([OH:2])[CH:8]=[CH:7][C:6]=1[N:9]1[CH:13]=[C:12]([C:14]([F:17])([F:16])[F:15])[CH:11]=[N:10]1. The catalyst class is: 4.